Dataset: NCI-60 drug combinations with 297,098 pairs across 59 cell lines. Task: Regression. Given two drug SMILES strings and cell line genomic features, predict the synergy score measuring deviation from expected non-interaction effect. (1) Drug 1: C1CN1C2=NC(=NC(=N2)N3CC3)N4CC4. Drug 2: C1C(C(OC1N2C=NC3=C2NC=NCC3O)CO)O. Cell line: HS 578T. Synergy scores: CSS=14.5, Synergy_ZIP=-2.89, Synergy_Bliss=3.34, Synergy_Loewe=0.987, Synergy_HSA=3.71. (2) Synergy scores: CSS=24.8, Synergy_ZIP=-7.09, Synergy_Bliss=-5.83, Synergy_Loewe=-3.67, Synergy_HSA=-3.34. Cell line: UO-31. Drug 2: CCC1(CC2CC(C3=C(CCN(C2)C1)C4=CC=CC=C4N3)(C5=C(C=C6C(=C5)C78CCN9C7C(C=CC9)(C(C(C8N6C)(C(=O)OC)O)OC(=O)C)CC)OC)C(=O)OC)O.OS(=O)(=O)O. Drug 1: C1=C(C(=O)NC(=O)N1)F. (3) Drug 1: CC12CCC(CC1=CCC3C2CCC4(C3CC=C4C5=CN=CC=C5)C)O. Drug 2: CS(=O)(=O)C1=CC(=C(C=C1)C(=O)NC2=CC(=C(C=C2)Cl)C3=CC=CC=N3)Cl. Cell line: SNB-19. Synergy scores: CSS=2.38, Synergy_ZIP=-0.448, Synergy_Bliss=0.476, Synergy_Loewe=-0.848, Synergy_HSA=0.0606. (4) Drug 1: COC1=C(C=C2C(=C1)N=CN=C2NC3=CC(=C(C=C3)F)Cl)OCCCN4CCOCC4. Drug 2: C1CCC(CC1)NC(=O)N(CCCl)N=O. Cell line: UACC-257. Synergy scores: CSS=28.3, Synergy_ZIP=-2.88, Synergy_Bliss=9.94, Synergy_Loewe=6.65, Synergy_HSA=8.97. (5) Drug 1: CC1=C(C(CCC1)(C)C)C=CC(=CC=CC(=CC(=O)O)C)C. Drug 2: C1CNP(=O)(OC1)N(CCCl)CCCl. Cell line: IGROV1. Synergy scores: CSS=-2.90, Synergy_ZIP=2.33, Synergy_Bliss=1.91, Synergy_Loewe=-2.37, Synergy_HSA=-2.49. (6) Drug 1: COC1=C2C(=CC3=C1OC=C3)C=CC(=O)O2. Cell line: EKVX. Drug 2: C1CNP(=O)(OC1)N(CCCl)CCCl. Synergy scores: CSS=-2.61, Synergy_ZIP=0.502, Synergy_Bliss=-4.07, Synergy_Loewe=-3.06, Synergy_HSA=-6.67.